From a dataset of Catalyst prediction with 721,799 reactions and 888 catalyst types from USPTO. Predict which catalyst facilitates the given reaction. (1) Reactant: [C:1]([C:5]1[CH:10]=[CH:9][C:8]([S:11](Cl)(=[O:13])=[O:12])=[CH:7][CH:6]=1)([CH3:4])([CH3:3])[CH3:2].[CH:15]1[C:24]2[C:19](=[CH:20][CH:21]=[CH:22][CH:23]=2)[C:18]([N:25]2[C:29]([NH2:30])=[CH:28][C:27]([CH3:31])=[N:26]2)=[CH:17][N:16]=1. Product: [C:1]([C:5]1[CH:10]=[CH:9][C:8]([S:11]([NH:30][C:29]2[N:25]([C:18]3[C:19]4[C:24](=[CH:23][CH:22]=[CH:21][CH:20]=4)[CH:15]=[N:16][CH:17]=3)[N:26]=[C:27]([CH3:31])[CH:28]=2)(=[O:13])=[O:12])=[CH:7][CH:6]=1)([CH3:4])([CH3:3])[CH3:2]. The catalyst class is: 17. (2) Reactant: [OH:1][C:2]1([CH2:26][OH:27])[CH2:7][CH2:6][N:5]([C:8]2[CH:13]=[CH:12][C:11]([N:14]3[CH2:18][C@H:17]([CH2:19][NH:20][C:21](=[O:23])[CH3:22])[O:16][C:15]3=[O:24])=[CH:10][C:9]=2[F:25])[CH2:4][CH2:3]1.C=O.[C:30]1(C)C=CC(S(O)(=O)=O)=CC=1. Product: [O:1]1[C:2]2([CH2:3][CH2:4][N:5]([C:8]3[CH:13]=[CH:12][C:11]([N:14]4[CH2:18][C@H:17]([CH2:19][NH:20][C:21](=[O:23])[CH3:22])[O:16][C:15]4=[O:24])=[CH:10][C:9]=3[F:25])[CH2:6][CH2:7]2)[CH2:26][O:27][CH2:30]1. The catalyst class is: 48. (3) Reactant: [CH:1]1[C:13]2[N:12]([C:14]3[CH:15]=[C:16]([N:20]([C:28]4[CH:33]=[CH:32][CH:31]=[CH:30][C:29]=4Br)[C:21]4[CH:26]=[CH:25][CH:24]=[CH:23][C:22]=4Br)[CH:17]=[CH:18][CH:19]=3)[C:11]3[C:6](=[CH:7][CH:8]=[CH:9][CH:10]=3)[C:5]=2[CH:4]=[CH:3][CH:2]=1.C([Li])CCC.Cl[Si:41](Cl)([C:48]1[CH:53]=[CH:52][CH:51]=[CH:50][CH:49]=1)[C:42]1[CH:47]=[CH:46][CH:45]=[CH:44][CH:43]=1. Product: [CH:1]1[C:13]2[N:12]([C:14]3[CH:15]=[C:16]([N:20]4[C:28]5[CH:33]=[CH:32][CH:31]=[CH:30][C:29]=5[Si:41]([C:48]5[CH:49]=[CH:50][CH:51]=[CH:52][CH:53]=5)([C:42]5[CH:47]=[CH:46][CH:45]=[CH:44][CH:43]=5)[C:22]5[CH:23]=[CH:24][CH:25]=[CH:26][C:21]4=5)[CH:17]=[CH:18][CH:19]=3)[C:11]3[C:6](=[CH:7][CH:8]=[CH:9][CH:10]=3)[C:5]=2[CH:4]=[CH:3][CH:2]=1. The catalyst class is: 1. (4) Reactant: [H-].[Na+].C([O:5][C:6](=[O:32])[C:7]1[CH:12]=[CH:11][C:10]([CH2:13][N:14]2[CH2:19][CH2:18][CH2:17][C@H:16]([NH:20][C:21]([O:23][C:24]([CH3:27])([CH3:26])[CH3:25])=[O:22])[CH2:15]2)=[C:9]([C:28]([F:31])([F:30])[F:29])[CH:8]=1)C.[CH3:33]I.O. Product: [C:24]([O:23][C:21]([N:20]([CH3:33])[C@H:16]1[CH2:17][CH2:18][CH2:19][N:14]([CH2:13][C:10]2[CH:11]=[CH:12][C:7]([C:6]([OH:5])=[O:32])=[CH:8][C:9]=2[C:28]([F:29])([F:30])[F:31])[CH2:15]1)=[O:22])([CH3:25])([CH3:27])[CH3:26]. The catalyst class is: 1. (5) Reactant: C[O:2][C:3]([C:5]1[C:6]([CH2:20][C:21]2[CH:26]=[CH:25][CH:24]=[C:23]([F:27])[C:22]=2[CH3:28])=[C:7]([C:14]2[CH:19]=[CH:18][CH:17]=[CH:16][CH:15]=2)[N:8]2[C:13]=1[CH:12]=[CH:11][CH:10]=[CH:9]2)=[O:4].[OH-].[Na+].Cl. Product: [F:27][C:23]1[C:22]([CH3:28])=[C:21]([CH:26]=[CH:25][CH:24]=1)[CH2:20][C:6]1[C:5]([C:3]([OH:4])=[O:2])=[C:13]2[N:8]([C:7]=1[C:14]1[CH:19]=[CH:18][CH:17]=[CH:16][CH:15]=1)[CH:9]=[CH:10][CH:11]=[CH:12]2. The catalyst class is: 12. (6) Reactant: [CH2:1]([N:3](CC)CC)[CH3:2].[CH3:8][O:9][C:10]1[CH:11]=[C:12]2[C:17](=[CH:18][CH:19]=1)[CH:16]=[C:15]([C:20]1[C:28]3[C:23](=[CH:24][CH:25]=[C:26]([C:29](O)=[O:30])[CH:27]=3)[N:22]([CH:32]3[CH2:37][CH2:36][CH2:35][CH2:34][O:33]3)[N:21]=1)[CH:14]=[CH:13]2.C1C=CC2N(O)N=NC=2C=1.CCN=C=NCCCN(C)C.Cl.C(N)C.[OH-].[Na+]. Product: [CH2:1]([NH:3][C:29]([C:26]1[CH:27]=[C:28]2[C:23](=[CH:24][CH:25]=1)[N:22]([CH:32]1[CH2:37][CH2:36][CH2:35][CH2:34][O:33]1)[N:21]=[C:20]2[C:15]1[CH:14]=[CH:13][C:12]2[C:17](=[CH:18][CH:19]=[C:10]([O:9][CH3:8])[CH:11]=2)[CH:16]=1)=[O:30])[CH3:2]. The catalyst class is: 2.